From a dataset of Peptide-MHC class I binding affinity with 185,985 pairs from IEDB/IMGT. Regression. Given a peptide amino acid sequence and an MHC pseudo amino acid sequence, predict their binding affinity value. This is MHC class I binding data. The peptide sequence is QGRGQCTEV. The MHC is HLA-A02:01 with pseudo-sequence HLA-A02:01. The binding affinity (normalized) is 0.149.